Task: Predict which catalyst facilitates the given reaction.. Dataset: Catalyst prediction with 721,799 reactions and 888 catalyst types from USPTO (1) Reactant: [CH3:1][O:2][CH2:3][CH2:4][CH2:5][CH2:6][C:7](=[O:13])[CH2:8][C:9]([O:11][CH3:12])=[O:10].C(NC1C=CC(S([N:27]=[N+:28]=[N-])(=O)=O)=CC=1)(=O)C.C(N(CC)CC)C. Product: [N+:27](=[C:8]([C:7](=[O:13])[CH2:6][CH2:5][CH2:4][CH2:3][O:2][CH3:1])[C:9]([O:11][CH3:12])=[O:10])=[N-:28]. The catalyst class is: 10. (2) Reactant: [Br:1][C:2]1[CH:3]=[C:4]([CH:7]=[CH:8][CH:9]=1)[CH2:5]Br.Cl.[F:11][C:12]1([F:18])[CH2:17][CH2:16][NH:15][CH2:14][CH2:13]1.C(=O)([O-])[O-].[K+].[K+]. Product: [Br:1][C:2]1[CH:3]=[C:4]([CH:7]=[CH:8][CH:9]=1)[CH2:5][N:15]1[CH2:16][CH2:17][C:12]([F:18])([F:11])[CH2:13][CH2:14]1. The catalyst class is: 10.